From a dataset of Full USPTO retrosynthesis dataset with 1.9M reactions from patents (1976-2016). Predict the reactants needed to synthesize the given product. (1) The reactants are: [C:1]([O:20]CCCC)(=[O:19])[CH2:2][CH2:3][CH2:4][CH2:5][CH2:6][CH2:7][CH2:8][CH2:9][CH2:10][CH2:11][CH2:12][CH2:13][CH2:14][CH2:15][CH2:16][CH2:17][CH3:18].C(O)(=O)CCCCCCCCCCCCCCCCC.CS(OCCCC)(=O)=O.[OH-].[K+:55]. Given the product [C:1]([O-:20])(=[O:19])[CH2:2][CH2:3][CH2:4][CH2:5][CH2:6][CH2:7][CH2:8][CH2:9][CH2:10][CH2:11][CH2:12][CH2:13][CH2:14][CH2:15][CH2:16][CH2:17][CH3:18].[K+:55], predict the reactants needed to synthesize it. (2) Given the product [C:66]([O:70][C:71]([NH:73][C:74]1[S:78][C:77]([C:79]2[C:84]([F:85])=[CH:83][CH:82]=[CH:81][C:80]=2[F:86])=[N:76][C:75]=1[C:87]([NH:1][C:2]1[CH:3]=[N:4][N:5]([CH3:23])[C:6]=1[N:7]1[CH2:13][C:12]([OH:15])([CH3:14])[CH2:11][N:10]([C:16]([O:18][C:19]([CH3:22])([CH3:21])[CH3:20])=[O:17])[CH2:9][CH2:8]1)=[O:88])=[O:72])([CH3:69])([CH3:67])[CH3:68], predict the reactants needed to synthesize it. The reactants are: [NH2:1][C:2]1[CH:3]=[N:4][N:5]([CH3:23])[C:6]=1[N:7]1[CH2:13][C:12]([OH:15])([CH3:14])[CH2:11][N:10]([C:16]([O:18][C:19]([CH3:22])([CH3:21])[CH3:20])=[O:17])[CH2:9][CH2:8]1.CCN(C(C)C)C(C)C.C1CN([P+](ON2N=NC3C=CC=CC2=3)(N2CCCC2)N2CCCC2)CC1.F[P-](F)(F)(F)(F)F.[C:66]([O:70][C:71]([NH:73][C:74]1[S:78][C:77]([C:79]2[C:84]([F:85])=[CH:83][CH:82]=[CH:81][C:80]=2[F:86])=[N:76][C:75]=1[C:87](O)=[O:88])=[O:72])([CH3:69])([CH3:68])[CH3:67].